Task: Binary Classification. Given a drug SMILES string, predict its activity (active/inactive) in a high-throughput screening assay against a specified biological target.. Dataset: HIV replication inhibition screening data with 41,000+ compounds from the AIDS Antiviral Screen The compound is Cc1ccc(-n2c(O)c(C#N)c3[nH][nH]c(=N)c3c2=O)cc1. The result is 1 (active).